This data is from Reaction yield outcomes from USPTO patents with 853,638 reactions. The task is: Predict the reaction yield, written as a fraction of the theoretical maximum amount of product (1.0 means a 100% yield; for example, 0.34 means a 34% yield). (1) The reactants are [H-].C([Al+]CC(C)C)C(C)C.[C:11]1([C:17]2[CH:52]=[CH:51][C:20]([C:21]([O:23][C@@H:24]3[CH2:32][C@@H:27]4[O:28][C:29](=[O:31])[CH2:30][C@@H:26]4[C@H:25]3[CH2:33][CH2:34][C@@H:35]([O:44][CH:45]3[CH2:50][CH2:49][CH2:48][CH2:47][O:46]3)[CH2:36][CH2:37][C:38]3[CH:43]=[CH:42][CH:41]=[CH:40][CH:39]=3)=[O:22])=[CH:19][CH:18]=2)[CH:16]=[CH:15][CH:14]=[CH:13][CH:12]=1.CC(C)=O.C(=O)=O.CO. The catalyst is C1(C)C=CC=CC=1. The product is [C:11]1([C:17]2[CH:52]=[CH:51][C:20]([C:21]([O:23][C@@H:24]3[CH2:32][C@@H:27]4[O:28][CH:29]([OH:31])[CH2:30][C@@H:26]4[C@H:25]3[CH2:33][CH2:34][C@@H:35]([O:44][CH:45]3[CH2:50][CH2:49][CH2:48][CH2:47][O:46]3)[CH2:36][CH2:37][C:38]3[CH:43]=[CH:42][CH:41]=[CH:40][CH:39]=3)=[O:22])=[CH:19][CH:18]=2)[CH:12]=[CH:13][CH:14]=[CH:15][CH:16]=1. The yield is 0.490. (2) The reactants are [O:1]1[C:5]2[CH:6]=[CH:7][C:8]([CH:10]=[O:11])=[CH:9][C:4]=2[CH2:3][CH2:2]1.ClC1C(=O)C(C#N)=C(C#N)C(=O)C=1Cl.O. The yield is 0.210. The product is [O:1]1[C:5]2[CH:6]=[CH:7][C:8]([CH:10]=[O:11])=[CH:9][C:4]=2[CH:3]=[CH:2]1. The catalyst is C1(C)C=CC=CC=1.